From a dataset of Catalyst prediction with 721,799 reactions and 888 catalyst types from USPTO. Predict which catalyst facilitates the given reaction. (1) Reactant: [Cl:1][C:2]1[C:7]([Cl:8])=[CH:6][N:5]=[N:4][C:3]=1[OH:9].[C:10](=O)([O-])[O-].[K+].[K+].CI. Product: [Cl:1][C:2]1[C:3](=[O:9])[N:4]([CH3:10])[N:5]=[CH:6][C:7]=1[Cl:8]. The catalyst class is: 9. (2) Reactant: C([O:4][C@H:5]1[CH:22]=[CH:21][C@@:20]2([CH3:23])[C:7](=[CH:8][CH2:9][C@@H:10]3[C@@H:19]2[CH2:18][CH2:17][C@@:15]2([CH3:16])[C@H:11]3[CH2:12][CH2:13][C:14]2=[O:24])[CH2:6]1)(=O)C.C(=O)([O-])[O-].[K+].[K+]. Product: [OH:4][C@H:5]1[CH:22]=[CH:21][C@@:20]2([CH3:23])[C:7](=[CH:8][CH2:9][C@@H:10]3[C@@H:19]2[CH2:18][CH2:17][C@@:15]2([CH3:16])[C@H:11]3[CH2:12][CH2:13][C:14]2=[O:24])[CH2:6]1. The catalyst class is: 24. (3) Reactant: [Br:1]N1C(=O)CCC1=O.C1(P(C2C=CC=CC=2)C2C=CC=CC=2)C=CC=CC=1.N1C=CC=CC=1.[C:34]([O:38][C:39]([NH:41][C@H:42]([C:46]([O:48][CH:49]1[CH2:53][CH2:52][CH2:51][CH2:50]1)=[O:47])[CH2:43][CH2:44]O)=[O:40])([CH3:37])([CH3:36])[CH3:35]. Product: [Br:1][CH2:44][CH2:43][C@H:42]([NH:41][C:39]([O:38][C:34]([CH3:37])([CH3:36])[CH3:35])=[O:40])[C:46]([O:48][CH:49]1[CH2:53][CH2:52][CH2:51][CH2:50]1)=[O:47]. The catalyst class is: 2. (4) Reactant: [Cl:1][C:2]1[CH:3]=[C:4]2[C:9](=[CH:10][CH:11]=1)[CH:8]=[C:7]([S:12]([NH:15][C@H:16]1[CH2:20][CH2:19][N:18]([C@H:21]([CH3:29])[C:22]([O:24]C(C)(C)C)=O)[C:17]1=[O:30])(=[O:14])=[O:13])[CH:6]=[CH:5]2.FC(F)(F)C(O)=O.Cl.CN(C)CCCN=C=NCC.[CH:50]1[CH:51]=[CH:52]C2N(O)N=[N:56][C:54]=2[CH:55]=1.N1CCCCC1. Product: [Cl:1][C:2]1[CH:3]=[C:4]2[C:9](=[CH:10][CH:11]=1)[CH:8]=[C:7]([S:12]([NH:15][C@H:16]1[CH2:20][CH2:19][N:18]([C@H:21]([CH3:29])[C:22](=[O:24])[N:56]3[CH2:52][CH2:51][CH2:50][CH2:55][CH2:54]3)[C:17]1=[O:30])(=[O:13])=[O:14])[CH:6]=[CH:5]2. The catalyst class is: 347. (5) Reactant: [Br:1][C:2]1[CH:3]=[C:4]([C:10]([N:12]2[CH2:17][CH2:16][O:15][C:14]3[CH:18]=[CH:19][N:20]=[CH:21][C:13]2=3)=[O:11])[CH:5]=[C:6]([Br:9])[C:7]=1[OH:8].[OH-].[K+:23]. Product: [K+:23].[Br:9][C:6]1[CH:5]=[C:4]([C:10]([N:12]2[CH2:17][CH2:16][O:15][C:14]3[CH:18]=[CH:19][N:20]=[CH:21][C:13]2=3)=[O:11])[CH:3]=[C:2]([Br:1])[C:7]=1[O-:8]. The catalyst class is: 7. (6) Reactant: [CH3:1][C:2]1[CH:3]=[CH:4][C:5]2[N:9]=[C:8]([C:10]3[C:11]([NH2:22])=[N:12][CH:13]=[C:14]([C:16]4[CH2:17][CH2:18][NH:19][CH2:20][CH:21]=4)[N:15]=3)[NH:7][C:6]=2[CH:23]=1.C(N(CC)CC)C.[CH3:31][N:32]([CH3:37])[S:33](Cl)(=[O:35])=[O:34]. Product: [NH2:22][C:11]1[N:12]=[CH:13][C:14]([C:16]2[CH2:17][CH2:18][N:19]([S:33]([N:32]([CH3:37])[CH3:31])(=[O:35])=[O:34])[CH2:20][CH:21]=2)=[N:15][C:10]=1[C:8]1[NH:7][C:6]2[CH:23]=[C:2]([CH3:1])[CH:3]=[CH:4][C:5]=2[N:9]=1. The catalyst class is: 16. (7) The catalyst class is: 4. Reactant: [CH3:1][CH:2]([C:4]1[N:8]=[C:7]([N:9]2[CH2:14][CH2:13][CH:12]([OH:15])[CH2:11][CH2:10]2)[O:6][N:5]=1)[CH3:3].C[N+]1([O-])CCOCC1.C([N+](CCC)(CCC)CCC)CC. Product: [CH3:3][CH:2]([C:4]1[N:8]=[C:7]([N:9]2[CH2:10][CH2:11][C:12](=[O:15])[CH2:13][CH2:14]2)[O:6][N:5]=1)[CH3:1]. (8) Reactant: C(OC(=O)[NH:7][CH2:8][CH2:9][CH:10]([NH:17][C:18](=[O:48])[C:19]1[CH:24]=[CH:23][C:22]([Cl:25])=[C:21]([NH:26][C:27]([C:29]2[C:46](=[O:47])[NH:45][C:32]3[N:33]=[C:34]([N:37]4[CH2:43][C@H:42]5[O:44][C@H:39]([CH2:40][CH2:41]5)[CH2:38]4)[N:35]=[CH:36][C:31]=3[CH:30]=2)=[O:28])[CH:20]=1)[C:11]1[CH:16]=[CH:15][CH:14]=[CH:13][CH:12]=1)(C)(C)C.Cl. Product: [NH2:7][CH2:8][CH2:9][CH:10]([NH:17][C:18]([C:19]1[CH:24]=[CH:23][C:22]([Cl:25])=[C:21]([NH:26][C:27]([C:29]2[C:46](=[O:47])[NH:45][C:32]3[N:33]=[C:34]([N:37]4[CH2:38][C@H:39]5[O:44][C@H:42]([CH2:41][CH2:40]5)[CH2:43]4)[N:35]=[CH:36][C:31]=3[CH:30]=2)=[O:28])[CH:20]=1)=[O:48])[C:11]1[CH:12]=[CH:13][CH:14]=[CH:15][CH:16]=1. The catalyst class is: 12. (9) Reactant: Br[CH2:2][C:3]1[CH:8]=[CH:7][C:6]([N+:9]([O-:11])=[O:10])=[CH:5][CH:4]=1.[N:12]1([C:18]([O:20][C:21]([CH3:24])([CH3:23])[CH3:22])=[O:19])[CH2:17][CH2:16][NH:15][CH2:14][CH2:13]1.C(=O)([O-])[O-].[Na+].[Na+].O. The catalyst class is: 3. Product: [N+:9]([C:6]1[CH:7]=[CH:8][C:3]([CH2:2][N:15]2[CH2:14][CH2:13][N:12]([C:18]([O:20][C:21]([CH3:24])([CH3:23])[CH3:22])=[O:19])[CH2:17][CH2:16]2)=[CH:4][CH:5]=1)([O-:11])=[O:10].